This data is from Full USPTO retrosynthesis dataset with 1.9M reactions from patents (1976-2016). The task is: Predict the reactants needed to synthesize the given product. (1) Given the product [Cl:8][C:9]1[CH:10]=[C:11]([CH:16]([N:18]([CH2:29][C:25]2[N:24]([C:20]3[S:19][CH:2]=[CH:3][N:21]=3)[CH:28]=[CH:27][CH:26]=2)[CH2:29][C:25]2[N:24]([C:20]3[S:19][CH:23]=[CH:22][N:21]=3)[CH:28]=[CH:27][CH:26]=2)[CH3:17])[CH:12]=[CH:13][C:14]=1[Cl:15], predict the reactants needed to synthesize it. The reactants are: F[C:2](F)(F)[C:3]([O-])=O.[Cl:8][C:9]1[CH:10]=[C:11]([CH:16]([NH2:18])[CH3:17])[CH:12]=[CH:13][C:14]=1[Cl:15].[S:19]1[CH:23]=[CH:22][N:21]=[C:20]1[N:24]1[CH:28]=[CH:27][CH:26]=[C:25]1[CH:29]=O. (2) Given the product [N+:1]([C:4]1[C:5]([OH:6])=[N:7][C:13]([C:14]([F:17])([F:16])[F:15])=[CH:12][CH:11]=1)([O-:3])=[O:2], predict the reactants needed to synthesize it. The reactants are: [N+:1]([CH2:4][C:5]([NH2:7])=[O:6])([O-:3])=[O:2].C(O/[CH:11]=[CH:12]/[C:13](=O)[C:14]([F:17])([F:16])[F:15])C.[O-]CC.[Na+].Cl. (3) Given the product [OH:14][C:9]1[CH:10]=[CH:11][CH:12]=[CH:13][C:8]=1[C:6]1[N:28]([CH2:27][C:26]2[CH:29]=[CH:30][C:23]([CH3:22])=[CH:24][CH:25]=2)[C:2](=[O:7])[C:3]2[C:4](=[CH:18][CH:19]=[CH:20][CH:21]=2)[N:5]=1, predict the reactants needed to synthesize it. The reactants are: O=[C:2]1[O:7][C:6]([C:8]2[CH:13]=[CH:12][CH:11]=[CH:10][C:9]=2[O:14]C(=O)C)=[N:5][C:4]2[CH:18]=[CH:19][CH:20]=[CH:21][C:3]1=2.[CH3:22][C:23]1[CH:30]=[CH:29][C:26]([CH2:27][NH2:28])=[CH:25][CH:24]=1. (4) Given the product [Cl:19][C:20]1[CH:34]=[CH:33][CH:32]=[CH:31][C:21]=1[C:22]([C:24]1[CH:29]=[CH:28][CH:27]=[CH:26][C:25]=1[Cl:30])([OH:23])[C:5]1[S:1][C:2]([C:6]([O:8][CH2:9][CH3:10])=[O:7])=[CH:3][CH:4]=1, predict the reactants needed to synthesize it. The reactants are: [S:1]1[CH:5]=[CH:4][CH:3]=[C:2]1[C:6]([O:8][CH2:9][CH3:10])=[O:7].[Li+].CC([N-]C(C)C)C.[Cl:19][C:20]1[CH:34]=[CH:33][CH:32]=[CH:31][C:21]=1[C:22]([C:24]1[CH:29]=[CH:28][CH:27]=[CH:26][C:25]=1[Cl:30])=[O:23]. (5) Given the product [C:1]([C:4]1[CH:28]=[C:8]([C:9]2[NH:27][C:25](=[O:26])[C:13]3[C:12](=[C:16]([CH2:17][CH3:18])[N:15]([CH:19]4[CH2:22][N:21]([CH2:23][CH3:24])[CH2:20]4)[N:14]=3)[N:11]=2)[C:7]([O:29][CH2:30][CH2:31][CH2:32][CH3:33])=[N:6][CH:5]=1)(=[O:3])[CH3:2], predict the reactants needed to synthesize it. The reactants are: [C:1]([C:4]1[CH:5]=[N:6][C:7]([O:29][CH2:30][CH3:31])=[C:8]([CH:28]=1)[C:9]([NH:11][C:12]1[C:13]([C:25]([NH2:27])=[O:26])=[N:14][N:15]([CH:19]2[CH2:22][N:21]([CH2:23][CH3:24])[CH2:20]2)[C:16]=1[CH2:17][CH3:18])=O)(=[O:3])[CH3:2].[CH2:32](O)[CH2:33]CC. (6) The reactants are: [CH:1]1([CH2:7][C:8]2[N:9]=[N:10][N:11]([C@@H:13]3[C@H:17]4[O:18][CH2:19][C@H:20]([NH2:21])[C@H:16]4[O:15][CH2:14]3)[CH:12]=2)[CH2:6][CH2:5][CH2:4][CH2:3][CH2:2]1.[CH:22]1([C:25](O)=[O:26])[CH2:24][CH2:23]1.CCN=C=NCCCN(C)C.C1C=CC2N(O)N=NC=2C=1. Given the product [CH:1]1([CH2:7][C:8]2[N:9]=[N:10][N:11]([C@@H:13]3[C@H:17]4[O:18][CH2:19][C@H:20]([NH:21][C:25]([CH:22]5[CH2:24][CH2:23]5)=[O:26])[C@H:16]4[O:15][CH2:14]3)[CH:12]=2)[CH2:2][CH2:3][CH2:4][CH2:5][CH2:6]1, predict the reactants needed to synthesize it.